From a dataset of Full USPTO retrosynthesis dataset with 1.9M reactions from patents (1976-2016). Predict the reactants needed to synthesize the given product. Given the product [CH2:1]([OH:34])[C@H:2]1[O:7][C@H:6]([O:34][CH2:1][C@H:2]2[O:7][C@H:6]([O:8][C@H:9]3[C@H:14]([OH:15])[C@@H:13]([OH:16])[C@@H:12]([O:17][C@H:18]4[C@H:23]([OH:24])[C@@H:22]([OH:25])[CH:21]([OH:26])[O:20][C@@H:19]4[CH2:27][OH:28])[O:11][C@@H:10]3[CH2:29][OH:30])[C@H:5]([OH:31])[C@@H:4]([OH:32])[C@@H:3]2[OH:33])[C@H:5]([OH:31])[C@@H:4]([OH:32])[C@@H:3]1[OH:33].[CH2:1]([OH:34])[C@H:2]1[O:7][C@H:6]([O:8][C@H:9]2[C@H:14]([OH:15])[C@@H:13]([OH:16])[C@H:12]([OH:17])[O:11][C@@H:10]2[CH2:29][OH:30])[C@H:5]([OH:31])[C@@H:4]([OH:32])[C@@H:3]1[OH:33], predict the reactants needed to synthesize it. The reactants are: [CH2:1]([OH:34])[C@H:2]1[O:7][C@H:6]([O:8][C@H:9]2[C@H:14]([OH:15])[C@@H:13]([OH:16])[C@@H:12]([O:17][C@H:18]3[C@H:23]([OH:24])[C@@H:22]([OH:25])[C@@H:21]([OH:26])[O:20][C@@H:19]3[CH2:27][OH:28])[O:11][C@@H:10]2[CH2:29][OH:30])[C@H:5]([OH:31])[C@@H:4]([OH:32])[C@@H:3]1[OH:33].